From a dataset of Forward reaction prediction with 1.9M reactions from USPTO patents (1976-2016). Predict the product of the given reaction. Given the reactants C(OC(=O)[NH:7][C:8]([CH2:32][OH:33])([CH2:30][OH:31])[CH2:9][CH2:10][C:11]1[CH:16]=[CH:15][C:14]([O:17][CH2:18][CH2:19][CH2:20][CH2:21][CH2:22][CH2:23][CH2:24][CH3:25])=[C:13]([C:26]([F:29])([F:28])[F:27])[CH:12]=1)(C)(C)C.O1CCOCC1.[ClH:41], predict the reaction product. The product is: [ClH:41].[NH2:7][C:8]([CH2:9][CH2:10][C:11]1[CH:16]=[CH:15][C:14]([O:17][CH2:18][CH2:19][CH2:20][CH2:21][CH2:22][CH2:23][CH2:24][CH3:25])=[C:13]([C:26]([F:27])([F:28])[F:29])[CH:12]=1)([CH2:30][OH:31])[CH2:32][OH:33].